From a dataset of Reaction yield outcomes from USPTO patents with 853,638 reactions. Predict the reaction yield, written as a fraction of the theoretical maximum amount of product (1.0 means a 100% yield; for example, 0.34 means a 34% yield). (1) The reactants are Cl[C:2]1[N:7]=[C:6]([C:8]2[CH:13]=[CH:12][C:11]([N+:14]([O-:16])=[O:15])=[CH:10][CH:9]=2)[N:5]=[C:4]([N:17]2[CH:22]3[CH2:23][CH2:24][CH:18]2[CH2:19][O:20][CH2:21]3)[N:3]=1.C([Sn](CCCC)(CCCC)[C:30]1[CH2:31][CH2:32][O:33][CH2:34][CH:35]=1)CCC. The yield is 0.860. The catalyst is C1C=CC([P]([Pd]([P](C2C=CC=CC=2)(C2C=CC=CC=2)C2C=CC=CC=2)([P](C2C=CC=CC=2)(C2C=CC=CC=2)C2C=CC=CC=2)[P](C2C=CC=CC=2)(C2C=CC=CC=2)C2C=CC=CC=2)(C2C=CC=CC=2)C2C=CC=CC=2)=CC=1.C1(C)C=CC=CC=1. The product is [O:33]1[CH2:32][CH:31]=[C:30]([C:2]2[N:7]=[C:6]([C:8]3[CH:13]=[CH:12][C:11]([N+:14]([O-:16])=[O:15])=[CH:10][CH:9]=3)[N:5]=[C:4]([N:17]3[CH:22]4[CH2:23][CH2:24][CH:18]3[CH2:19][O:20][CH2:21]4)[N:3]=2)[CH2:35][CH2:34]1. (2) The reactants are [C:1]([O:5][C:6]([N:8]1[CH2:13][CH2:12][NH:11][CH2:10][CH2:9]1)=[O:7])([CH3:4])([CH3:3])[CH3:2].[CH2:14](Br)[C:15]#[CH:16].C(=O)([O-])[O-].[K+].[K+]. The catalyst is C(#N)C.ClCCl. The product is [C:1]([O:5][C:6]([N:8]1[CH2:13][CH2:12][N:11]([CH2:16][C:15]#[CH:14])[CH2:10][CH2:9]1)=[O:7])([CH3:4])([CH3:2])[CH3:3]. The yield is 0.460. (3) The reactants are [Br:1][C:2]1[CH:6]=[N:5][N:4]([CH3:7])[C:3]=1[C:8]1[CH:9]=[C:10]([NH2:18])[CH:11]=[CH:12][C:13]=1[O:14][CH:15]([CH3:17])[CH3:16].[F:19][C:20]1[CH:25]=[CH:24][C:23]([N:26]=[C:27]=[O:28])=[CH:22][CH:21]=1. The catalyst is C(Cl)Cl. The product is [Br:1][C:2]1[CH:6]=[N:5][N:4]([CH3:7])[C:3]=1[C:8]1[CH:9]=[C:10]([NH:18][C:27]([NH:26][C:23]2[CH:24]=[CH:25][C:20]([F:19])=[CH:21][CH:22]=2)=[O:28])[CH:11]=[CH:12][C:13]=1[O:14][CH:15]([CH3:16])[CH3:17]. The yield is 0.380. (4) The reactants are [H-].[Na+].[CH3:3][C@@H:4]([CH2:15][CH2:16][CH2:17][CH3:18])[C:5]([NH:7][C@@H:8]([CH2:12][CH:13]=[CH2:14])[C:9]([OH:11])=[O:10])=[O:6].I[CH3:20]. The catalyst is C1COCC1. The product is [CH3:20][N:7]([C@@H:8]([CH2:12][CH:13]=[CH2:14])[C:9]([OH:11])=[O:10])[C:5](=[O:6])[C@H:4]([CH3:3])[CH2:15][CH2:16][CH2:17][CH3:18]. The yield is 0.800. (5) The catalyst is CCO.C(Cl)Cl. The product is [Br:11][C:12]1[CH:19]=[CH:18][C:15]([CH:16]2[C:2]([C:1]([O:7][CH2:8][CH:9]=[CH2:10])=[O:6])=[C:3]([CH3:5])[NH:20][C:3]([CH3:5])=[C:2]2[C:1]([O:7][CH2:8][CH:9]=[CH2:10])=[O:21])=[CH:14][CH:13]=1. The reactants are [C:1]([O:7][CH2:8][CH:9]=[CH2:10])(=[O:6])[CH2:2][C:3]([CH3:5])=O.[Br:11][C:12]1[CH:19]=[CH:18][C:15]([CH:16]=O)=[CH:14][CH:13]=1.[NH4+:20].[OH-:21]. The yield is 0.0900. (6) The catalyst is C1COCC1. The yield is 0.720. The product is [C:22]([CH2:21][O:20][C:6]1[C:7]2[C:8](=[N:9][C:10]([S:13][CH2:14][C:15]([OH:17])=[O:16])=[CH:11][CH:12]=2)[S:19][C:5]=1[C:3]([OH:4])=[O:2])([OH:24])=[O:23]. The reactants are C[O:2][C:3]([C:5]1[S:19][C:8]2=[N:9][C:10]([S:13][CH2:14][C:15]([O:17]C)=[O:16])=[CH:11][CH:12]=[C:7]2[C:6]=1[O:20][CH2:21][C:22]([O:24]CC)=[O:23])=[O:4].CO.O.O[Li].O. (7) The yield is 0.950. The product is [CH3:83][C:25]([CH3:82])([CH2:24][O:23][CH2:22][CH2:21][CH2:20][O:19][P:9]([OH:10])([OH:11])=[O:8])[C:26]([O:28][C:29]1[C:33]([O:34][C:35](=[O:63])[C:36]([CH3:61])([CH3:62])[CH2:37][O:38][CH2:39][CH2:40][CH2:41][O:42][P:43]([OH:45])([OH:53])=[O:44])=[C:32]([C:64]([O:66][CH2:67][CH3:68])=[O:65])[N:31]([C:69]2[CH:70]=[CH:71][C:72]([O:75][CH3:76])=[CH:73][CH:74]=2)[C:30]=1[C:77](=[O:81])[N:78]([CH3:79])[CH3:80])=[O:27]. The catalyst is CO.[Pd]. The reactants are C([O:8][P:9]([O:19][CH2:20][CH2:21][CH2:22][O:23][CH2:24][C:25]([CH3:83])([CH3:82])[C:26]([O:28][C:29]1[C:33]([O:34][C:35](=[O:63])[C:36]([CH3:62])([CH3:61])[CH2:37][O:38][CH2:39][CH2:40][CH2:41][O:42][P:43]([O:53]CC2C=CC=CC=2)([O:45]CC2C=CC=CC=2)=[O:44])=[C:32]([C:64]([O:66][CH2:67][CH3:68])=[O:65])[N:31]([C:69]2[CH:74]=[CH:73][C:72]([O:75][CH3:76])=[CH:71][CH:70]=2)[C:30]=1[C:77](=[O:81])[N:78]([CH3:80])[CH3:79])=[O:27])([O:11]CC1C=CC=CC=1)=[O:10])C1C=CC=CC=1. (8) The reactants are [F:1][C:2]1[CH:7]=[CH:6][C:5]([CH2:8][CH2:9][C:10](OCC)=[O:11])=[CH:4][C:3]=1[O:15][CH3:16].[H-].[Al+3].[Li+].[H-].[H-].[H-].O.[OH-].[Na+]. The catalyst is C1COCC1. The product is [F:1][C:2]1[CH:7]=[CH:6][C:5]([CH2:8][CH2:9][CH2:10][OH:11])=[CH:4][C:3]=1[O:15][CH3:16]. The yield is 0.910. (9) The catalyst is CO. The reactants are Cl.Cl.[P:3]([OH:40])([OH:39])([O:5][CH2:6][CH2:7][N:8]([CH2:10][CH2:11][CH2:12][O:13][C:14]1[CH:15]=[CH:16][C:17]([C:28]2[CH:33]=[CH:32][CH:31]=[C:30]([S:34]([CH2:37][CH3:38])(=[O:36])=[O:35])[CH:29]=2)=[C:18]2[C:22]=1[NH:21][C:20]1[N:23]=[CH:24][C:25]([CH3:27])=[CH:26][C:19]2=1)[CH3:9])=[O:4].C12OC1CCCC2. The yield is 0.940. The product is [P:3]([OH:39])([OH:40])([O:5][CH2:6][CH2:7][N:8]([CH2:10][CH2:11][CH2:12][O:13][C:14]1[CH:15]=[CH:16][C:17]([C:28]2[CH:33]=[CH:32][CH:31]=[C:30]([S:34]([CH2:37][CH3:38])(=[O:35])=[O:36])[CH:29]=2)=[C:18]2[C:22]=1[NH:21][C:20]1[N:23]=[CH:24][C:25]([CH3:27])=[CH:26][C:19]2=1)[CH3:9])=[O:4].